From a dataset of Reaction yield outcomes from USPTO patents with 853,638 reactions. Predict the reaction yield, written as a fraction of the theoretical maximum amount of product (1.0 means a 100% yield; for example, 0.34 means a 34% yield). (1) The reactants are [CH:1]1([C:4]2[C:8]3[CH:9]=[N:10][C:11]([NH:13][C:14]([NH:16][CH2:17][C:18]4[CH:23]=[CH:22][C:21]([F:24])=[CH:20][CH:19]=4)=[O:15])=[CH:12][C:7]=3[N:6](C(C3C=CC=CC=3)(C3C=CC=CC=3)C3C=CC=CC=3)[N:5]=2)[CH2:3][CH2:2]1.C(O)(C(F)(F)F)=O.C([SiH](CC)CC)C. No catalyst specified. The product is [CH:1]1([C:4]2[C:8]3[CH:9]=[N:10][C:11]([NH:13][C:14]([NH:16][CH2:17][C:18]4[CH:19]=[CH:20][C:21]([F:24])=[CH:22][CH:23]=4)=[O:15])=[CH:12][C:7]=3[NH:6][N:5]=2)[CH2:3][CH2:2]1. The yield is 0.425. (2) The product is [CH3:1][C:2]1[C:10]2[C:5](=[C:6]([CH3:11])[CH:7]=[CH:8][CH:9]=2)[NH:4][C:3]=1[CH:12]=[O:13]. The reactants are [CH3:1][C:2]1[C:10]2[C:5](=[C:6]([CH3:11])[CH:7]=[CH:8][CH:9]=2)[NH:4][C:3]=1[CH2:12][OH:13]. The catalyst is ClCCl.[O-2].[O-2].[Mn+4]. The yield is 0.460. (3) The reactants are C(O[C@@H]1CC[C@H](N)C1)C=C.FC1C=C(C[C@H](NC(=O)OCC2C=CC=CC=2)[C@H]2CO2)C=C(F)C=1.[CH2:35]([O:38][C@H:39]1[CH2:43][CH2:42][C@@H:41]([NH:44][CH2:45][C@@H:46]([OH:68])[C@@H:47]([NH:57]C(=O)OCC2C=CC=CC=2)[CH2:48][C:49]2[CH:54]=[C:53]([F:55])[CH:52]=[C:51]([F:56])[CH:50]=2)[CH2:40]1)[CH:36]=[CH2:37].C(O[C@@H]1CC[C@H](NC[C@@H](O)[C@@H](NC(=O)OCC2C=CC=CC=2)CC2C=C(F)C=C(F)C=2)C1)C=C. No catalyst specified. The product is [CH2:35]([O:38][C@@H:39]1[CH2:43][CH2:42][C@H:41]([NH:44][CH2:45][C@@H:46]([OH:68])[C@@H:47]([NH2:57])[CH2:48][C:49]2[CH:54]=[C:53]([F:55])[CH:52]=[C:51]([F:56])[CH:50]=2)[CH2:40]1)[CH:36]=[CH2:37]. The yield is 0.510. (4) The reactants are Br[C:2]1[CH:3]=[C:4]([C:9]2[C:10]([C:22]3[CH:27]=[CH:26][CH:25]=[C:24]([CH:28]4[CH2:30][CH2:29]4)[N:23]=3)=[N:11][N:12](COCC[Si](C)(C)C)[CH:13]=2)[CH:5]=[CH:6][C:7]=1[F:8].BrC1C=C(C2C=NN(COCC[Si](C)(C)C)C=2C2C=CC=C(C3CC3)N=2)C=CC=1F.CC1(C)C(C)(C)OB([C:69]2[CH:74]=[CH:73][C:72]([S:75]([NH2:78])(=[O:77])=[O:76])=[CH:71][CH:70]=2)O1. The yield is 0.560. No catalyst specified. The product is [CH:28]1([C:24]2[N:23]=[C:22]([C:10]3[C:9]([C:4]4[CH:5]=[CH:6][C:7]([F:8])=[C:2]([C:69]5[CH:74]=[CH:73][C:72]([S:75]([NH2:78])(=[O:77])=[O:76])=[CH:71][CH:70]=5)[CH:3]=4)=[CH:13][NH:12][N:11]=3)[CH:27]=[CH:26][CH:25]=2)[CH2:30][CH2:29]1. (5) The reactants are [NH2:1][C:2]1[S:3][C:4]2[CH:10]=[C:9]([Br:11])[CH:8]=[CH:7][C:5]=2[N:6]=1.C(N(CC)CC)C.[CH2:19]([N:21]=[C:22]=[O:23])[CH3:20]. The catalyst is C1(C)C=CC=CC=1. The product is [Br:11][C:9]1[CH:8]=[CH:7][C:5]2[N:6]=[C:2]([NH:1][C:22]([NH:21][CH2:19][CH3:20])=[O:23])[S:3][C:4]=2[CH:10]=1. The yield is 0.940.